From a dataset of Forward reaction prediction with 1.9M reactions from USPTO patents (1976-2016). Predict the product of the given reaction. (1) Given the reactants [CH3:1][O:2][C:3]1[CH:4]=[C:5]([NH:15][C:16]2[S:17][CH:18]=[C:19]([C:21](O)=[O:22])[N:20]=2)[CH:6]=[CH:7][C:8]=1[N:9]1[CH:13]=[C:12]([CH3:14])[N:11]=[CH:10]1.Cl.CN(C)CCCN=C=NCC.O.ON1C2C=CC=CC=2N=N1.C(N(CC)CC)C.[F:54][C:55]1[CH:62]=[CH:61][C:58]([CH2:59][NH2:60])=[CH:57][CH:56]=1, predict the reaction product. The product is: [F:54][C:55]1[CH:62]=[CH:61][C:58]([CH2:59][NH:60][C:21]([C:19]2[N:20]=[C:16]([NH:15][C:5]3[CH:6]=[CH:7][C:8]([N:9]4[CH:13]=[C:12]([CH3:14])[N:11]=[CH:10]4)=[C:3]([O:2][CH3:1])[CH:4]=3)[S:17][CH:18]=2)=[O:22])=[CH:57][CH:56]=1. (2) Given the reactants [CH3:1][CH:2]1[CH2:7][CH2:6][N:5]([S:8]([C:11]2[CH:12]=[C:13]([CH:18]=[CH:19][CH:20]=2)[C:14]([NH:16][NH2:17])=[O:15])(=[O:10])=[O:9])[CH2:4][CH2:3]1.[Cl:21][C:22]1[CH:23]=[CH:24][C:25]([OH:31])=[C:26]([C:28](=O)[CH3:29])[CH:27]=1, predict the reaction product. The product is: [Cl:21][C:22]1[CH:23]=[CH:24][C:25]([OH:31])=[C:26](/[C:28](=[N:17]/[NH:16][C:14](=[O:15])[C:13]2[CH:18]=[CH:19][CH:20]=[C:11]([S:8]([N:5]3[CH2:6][CH2:7][CH:2]([CH3:1])[CH2:3][CH2:4]3)(=[O:10])=[O:9])[CH:12]=2)/[CH3:29])[CH:27]=1.